Dataset: Forward reaction prediction with 1.9M reactions from USPTO patents (1976-2016). Task: Predict the product of the given reaction. (1) The product is: [CH:1]12[CH2:7][CH:4]([CH2:5][CH2:6]1)[CH:3]=[CH:2]2.[C:8]([O:13][CH3:14])(=[O:12])[C:9]([CH3:11])=[CH2:10]. Given the reactants [CH:1]12[CH2:7][CH:4]([CH2:5][CH2:6]1)[CH:3]=[CH:2]2.[C:8]([O:13][CH3:14])(=[O:12])[C:9]([CH3:11])=[CH2:10].N(C(C)(C)C#N)=NC(C)(C)C#N.CC[Al](Cl)CC.CC[Al](Cl)Cl.Cl.CO, predict the reaction product. (2) Given the reactants [C:1]1([C:7]2([NH:13][C:14](=[O:16])[CH3:15])[CH2:12][CH2:11][NH:10][CH2:9][CH2:8]2)[CH:6]=[CH:5][CH:4]=[CH:3][CH:2]=1.[F:17][C:18]1[CH:43]=[CH:42][C:21]([CH2:22][N:23]([CH3:41])[C:24]([C@@:26]2([C:33]3[CH:38]=[CH:37][C:36]([Cl:39])=[C:35]([Cl:40])[CH:34]=3)[CH2:28][C@H:27]2/[CH:29]=[CH:30]/[CH:31]=O)=[O:25])=[CH:20][CH:19]=1.C([BH3-])#N.[Na+], predict the reaction product. The product is: [F:17][C:18]1[CH:43]=[CH:42][C:21]([CH2:22][N:23]([CH3:41])[C:24]([C@@:26]2([C:33]3[CH:38]=[CH:37][C:36]([Cl:39])=[C:35]([Cl:40])[CH:34]=3)[CH2:28][C@H:27]2/[CH:29]=[CH:30]/[CH2:31][N:10]2[CH2:11][CH2:12][C:7]([NH:13][C:14](=[O:16])[CH3:15])([C:1]3[CH:2]=[CH:3][CH:4]=[CH:5][CH:6]=3)[CH2:8][CH2:9]2)=[O:25])=[CH:20][CH:19]=1. (3) Given the reactants C(N1C=CN=C1)(N1C=CN=C1)=O.[C:13]([O:17][C:18]([NH:20][CH2:21][C:22]([OH:24])=O)=[O:19])([CH3:16])([CH3:15])[CH3:14].[Cl-].[Mg+2].[Cl-].[CH2:28]([O:30][C:31](=[O:36])[CH2:32]C([O-])=O)[CH3:29].[K+], predict the reaction product. The product is: [C:13]([O:17][C:18]([NH:20][CH2:21][C:22](=[O:24])[CH2:32][C:31]([O:30][CH2:28][CH3:29])=[O:36])=[O:19])([CH3:14])([CH3:15])[CH3:16]. (4) Given the reactants [CH3:1][O:2][C:3]1[CH:4]=[N:5][C:6]2[CH:7]=[CH:8][CH:9]=[C:10]([CH:13]=[O:14])[C:11]=2[CH:12]=1.[CH:15]1[C:16]2[C:31](=[O:32])[C:30]([C:33]([OH:35])=[O:34])=[CH:29][N:28]([CH:36]3[CH2:38][CH2:37]3)[C:17]=2[CH:18]=[C:19]([N:22]2[CH2:27][CH2:26][NH:25][CH2:24][CH2:23]2)[C:20]=1[F:21].[C:39](=O)([O-])[O-].[K+].[K+], predict the reaction product. The product is: [CH:36]1([N:28]2[C:17]3[C:16](=[CH:15][C:20]([F:21])=[C:19]([N:22]4[CH2:23][CH2:24][N:25]([CH2:39][CH:13]([OH:14])[C:10]5[CH:9]=[CH:8][CH:7]=[C:6]6[C:11]=5[CH:12]=[C:3]([O:2][CH3:1])[CH:4]=[N:5]6)[CH2:26][CH2:27]4)[CH:18]=3)[C:31](=[O:32])[C:30]([C:33]([OH:35])=[O:34])=[CH:29]2)[CH2:37][CH2:38]1. (5) Given the reactants [C:1]([CH:5]1[O:9][C:8]([CH2:15][C:16]([OH:18])=[O:17])([CH2:10][CH:11]=[C:12]([CH3:14])[CH3:13])[C:7](=[O:19])[O:6]1)([CH3:4])([CH3:3])C.[CH2:20](O)[C:21]1C=CC=C[CH:22]=1.[H-].[Na+], predict the reaction product. The product is: [CH2:5]([O:6][C:7](=[O:19])[C:8]([OH:9])([CH2:10][CH:11]=[C:12]([CH3:13])[CH3:14])[CH2:15][C:16]([OH:18])=[O:17])[C:1]1[CH:3]=[CH:22][CH:21]=[CH:20][CH:4]=1. (6) Given the reactants [NH2:1][C:2]1[CH:3]=[C:4]([CH:20]=[CH:21][C:22]=1[CH2:23][O:24][CH3:25])[C:5]([NH:7][C:8]1[CH:13]=[CH:12][C:11]([C:14]2[CH:19]=[CH:18][CH:17]=[CH:16][CH:15]=2)=[CH:10][CH:9]=1)=[O:6].[ClH:26].[CH3:27][N:28]1[CH2:33][CH2:32][N:31]([C:34]2([C:37](O)=[O:38])[CH2:36][CH2:35]2)[CH2:30][CH2:29]1.F[P-](F)(F)(F)(F)F.N1(O[P+](N2CCCC2)(N2CCCC2)N2CCCC2)C2C=CC=CC=2N=N1.C(N(C(C)C)CC)(C)C, predict the reaction product. The product is: [ClH:26].[C:11]1([C:14]2[CH:19]=[CH:18][CH:17]=[CH:16][CH:15]=2)[CH:10]=[CH:9][C:8]([NH:7][C:5](=[O:6])[C:4]2[CH:20]=[CH:21][C:22]([CH2:23][O:24][CH3:25])=[C:2]([NH:1][C:37]([C:34]3([N:31]4[CH2:30][CH2:29][N:28]([CH3:27])[CH2:33][CH2:32]4)[CH2:36][CH2:35]3)=[O:38])[CH:3]=2)=[CH:13][CH:12]=1. (7) Given the reactants Br[C:2]1[CH:11]=[CH:10][C:9]2[N:8]=[CH:7][C:6]3[N:12]([CH3:23])[C:13](=[O:22])[N:14]([C:15]4[C:16]([CH3:21])=[N:17][N:18]([CH3:20])[CH:19]=4)[C:5]=3[C:4]=2[CH:3]=1.[NH2:24][C:25]1[CH:30]=[CH:29][C:28](B2OC(C)(C)C(C)(C)O2)=[CH:27][N:26]=1, predict the reaction product. The product is: [NH2:24][C:25]1[N:26]=[CH:27][C:28]([C:2]2[CH:11]=[CH:10][C:9]3[N:8]=[CH:7][C:6]4[N:12]([CH3:23])[C:13](=[O:22])[N:14]([C:15]5[C:16]([CH3:21])=[N:17][N:18]([CH3:20])[CH:19]=5)[C:5]=4[C:4]=3[CH:3]=2)=[CH:29][CH:30]=1.